Dataset: Reaction yield outcomes from USPTO patents with 853,638 reactions. Task: Predict the reaction yield, written as a fraction of the theoretical maximum amount of product (1.0 means a 100% yield; for example, 0.34 means a 34% yield). (1) The reactants are [C:1]([C:3]1[CH:8]=[CH:7][C:6]([CH2:9][OH:10])=[C:5]([CH3:11])[CH:4]=1)#[CH:2].[CH2:12]([O:14][C:15](=[O:23])[C:16]1[CH:21]=[CH:20][C:19](I)=[CH:18][CH:17]=1)[CH3:13]. The catalyst is C(N(CC)CC)C.[Cu]I.Cl[Pd](Cl)([P](C1C=CC=CC=1)(C1C=CC=CC=1)C1C=CC=CC=1)[P](C1C=CC=CC=1)(C1C=CC=CC=1)C1C=CC=CC=1. The product is [OH:10][CH2:9][C:6]1[CH:7]=[CH:8][C:3]([C:1]#[C:2][C:19]2[CH:20]=[CH:21][C:16]([C:15]([O:14][CH2:12][CH3:13])=[O:23])=[CH:17][CH:18]=2)=[CH:4][C:5]=1[CH3:11]. The yield is 0.990. (2) The reactants are C([O-])([O-])=O.[K+].[K+].[OH:7][C:8]1[CH:17]=[CH:16][C:15]([OH:18])=[CH:14][C:9]=1[C:10]([O:12][CH3:13])=[O:11].Br[CH2:20][C:21]1[CH:26]=[CH:25][CH:24]=[CH:23][CH:22]=1. The catalyst is CO.C(Cl)(Cl)Cl.CO.C(Cl)(Cl)Cl. The product is [CH2:20]([O:18][C:15]1[CH:16]=[CH:17][C:8]([OH:7])=[C:9]([CH:14]=1)[C:10]([O:12][CH3:13])=[O:11])[C:21]1[CH:26]=[CH:25][CH:24]=[CH:23][CH:22]=1. The yield is 0.690. (3) The reactants are [F:1][C:2]1[CH:7]=[CH:6][CH:5]=[CH:4][C:3]=1[C:8]1[C:13]([C:14]([O:16]CC)=O)=[CH:12][N:11]=[C:10]([S:19][CH3:20])[N:9]=1.[OH-].[Na+].C(Cl)(=O)C(Cl)=O.COC1C=C(C=CC=1)C[NH:35][CH:36]([CH3:38])[CH3:37].C(N(C(C)C)CC)(C)C. The catalyst is C(O)C.O.C(Cl)Cl.CN(C=O)C. The product is [F:1][C:2]1[CH:7]=[CH:6][CH:5]=[CH:4][C:3]=1[C:8]1[C:13]([C:14]([NH:35][CH:36]([CH3:38])[CH3:37])=[O:16])=[CH:12][N:11]=[C:10]([S:19][CH3:20])[N:9]=1. The yield is 0.130. (4) The reactants are [F:1][C:2]1[CH:7]=[C:6]([CH:8]([OH:32])[CH:9]([NH:24]C(=O)OC(C)(C)C)[CH2:10][C:11]2[CH:16]=[CH:15][CH:14]=[C:13]([O:17][C:18]([F:23])([F:22])[CH:19]([F:21])[F:20])[CH:12]=2)[CH:5]=[CH:4][N:3]=1. The catalyst is FC(F)(F)C(O)=O. The product is [NH2:24][CH:9]([CH2:10][C:11]1[CH:16]=[CH:15][CH:14]=[C:13]([O:17][C:18]([F:22])([F:23])[CH:19]([F:20])[F:21])[CH:12]=1)[CH:8]([C:6]1[CH:5]=[CH:4][N:3]=[C:2]([F:1])[CH:7]=1)[OH:32]. The yield is 0.930. (5) The reactants are [CH3:1][C:2]1[O:6][N:5]=[C:4]([C:7]2[CH:12]=[CH:11][CH:10]=[CH:9][CH:8]=2)[C:3]=1[C:13]([OH:15])=O.[NH:16]1[C:20]2[CH:21]=[CH:22][CH:23]=[CH:24][C:19]=2[N:18]=[C:17]1[C:25]1[C:29]([NH2:30])=[CH:28][NH:27][N:26]=1.C(Cl)CCl.C1C=CC2N(O)N=NC=2C=1. The catalyst is CS(C)=O. The product is [NH:18]1[C:19]2[CH:24]=[CH:23][CH:22]=[CH:21][C:20]=2[N:16]=[C:17]1[C:25]1[C:29]([NH:30][C:13]([C:3]2[C:4]([C:7]3[CH:8]=[CH:9][CH:10]=[CH:11][CH:12]=3)=[N:5][O:6][C:2]=2[CH3:1])=[O:15])=[CH:28][NH:27][N:26]=1. The yield is 0.160.